This data is from Forward reaction prediction with 1.9M reactions from USPTO patents (1976-2016). The task is: Predict the product of the given reaction. The product is: [CH3:14][S:13][C:11]1[N:12]=[C:7]([N:44]2[CH2:49][CH2:48][O:47][CH2:46][CH2:45]2)[C:8]2[C:17]([C:18]3[CH:19]=[CH:20][CH:21]=[CH:22][CH:23]=3)=[C:16]([C:24]3[CH:29]=[CH:28][C:27]([C:30]4([NH:34][C:35](=[O:36])[O:37][C:38]([CH3:40])([CH3:39])[CH3:41])[CH2:33][CH2:32][CH2:31]4)=[CH:26][CH:25]=3)[O:15][C:9]=2[N:10]=1. Given the reactants FC(F)(F)S(O[C:7]1[C:8]2[C:17]([C:18]3[CH:23]=[CH:22][CH:21]=[CH:20][CH:19]=3)=[C:16]([C:24]3[CH:29]=[CH:28][C:27]([C:30]4([NH:34][C:35]([O:37][C:38]([CH3:41])([CH3:40])[CH3:39])=[O:36])[CH2:33][CH2:32][CH2:31]4)=[CH:26][CH:25]=3)[O:15][C:9]=2[N:10]=[C:11]([S:13][CH3:14])[N:12]=1)(=O)=O.[NH:44]1[CH2:49][CH2:48][O:47][CH2:46][CH2:45]1.C(Cl)Cl.CCOCC, predict the reaction product.